This data is from Peptide-MHC class I binding affinity with 185,985 pairs from IEDB/IMGT. The task is: Regression. Given a peptide amino acid sequence and an MHC pseudo amino acid sequence, predict their binding affinity value. This is MHC class I binding data. The peptide sequence is WIYDPRNQK. The MHC is HLA-A11:01 with pseudo-sequence HLA-A11:01. The binding affinity (normalized) is 0.452.